Dataset: Full USPTO retrosynthesis dataset with 1.9M reactions from patents (1976-2016). Task: Predict the reactants needed to synthesize the given product. The reactants are: Cl[C:2]1[CH2:6][C@H:5]([CH:7]2[CH2:11][CH2:10][CH2:9][CH2:8]2)[N:4]([C:12]2[CH:19]=[CH:18][C:15]([C:16]#[N:17])=[C:14]([CH3:20])[N:13]=2)[N:3]=1.CC1(C)C(C)(C)OB([C:29]2[CH:30]=[C:31]3[C:36](=[CH:37][CH:38]=2)[NH:35][C:34](=[O:39])[CH2:33][CH2:32]3)O1. Given the product [CH:7]1([C@@H:5]2[N:4]([C:12]3[CH:19]=[CH:18][C:15]([C:16]#[N:17])=[C:14]([CH3:20])[N:13]=3)[N:3]=[C:2]([C:29]3[CH:30]=[C:31]4[C:36](=[CH:37][CH:38]=3)[NH:35][C:34](=[O:39])[CH2:33][CH2:32]4)[CH2:6]2)[CH2:11][CH2:10][CH2:9][CH2:8]1, predict the reactants needed to synthesize it.